Dataset: Catalyst prediction with 721,799 reactions and 888 catalyst types from USPTO. Task: Predict which catalyst facilitates the given reaction. Reactant: [CH3:1][O:2][C:3]1[CH:4]=[C:5](/[CH:11]=[CH:12]/[C:13]([OH:15])=O)[CH:6]=[CH:7][C:8]=1[O:9][CH3:10].C1(P([N:30]=[N+:31]=[N-:32])(C2C=CC=CC=2)=O)C=CC=CC=1.CCN(CC)CC. Product: [CH3:1][O:2][C:3]1[CH:4]=[C:5](/[CH:11]=[CH:12]/[C:13]([N:30]=[N+:31]=[N-:32])=[O:15])[CH:6]=[CH:7][C:8]=1[O:9][CH3:10]. The catalyst class is: 48.